Dataset: Full USPTO retrosynthesis dataset with 1.9M reactions from patents (1976-2016). Task: Predict the reactants needed to synthesize the given product. (1) Given the product [Br:1][C:2]1[C:10]2[N:9]=[C:8]([CH3:11])[N:7]([CH2:19][C:20]3[CH:25]=[CH:24][CH:23]=[C:22]([Cl:26])[CH:21]=3)[C:6]=2[CH:5]=[C:4]([N:12]2[CH2:17][CH2:16][O:15][CH2:14][CH2:13]2)[CH:3]=1, predict the reactants needed to synthesize it. The reactants are: [Br:1][C:2]1[C:10]2[N:9]=[C:8]([CH3:11])[NH:7][C:6]=2[CH:5]=[C:4]([N:12]2[CH2:17][CH2:16][O:15][CH2:14][CH2:13]2)[CH:3]=1.Br[CH2:19][C:20]1[CH:25]=[CH:24][CH:23]=[C:22]([Cl:26])[CH:21]=1.C(=O)([O-])[O-].[K+].[K+].O. (2) Given the product [O:17]=[C:15]1[N:14]([C:18]2[CH:19]=[C:20]3[C:24](=[CH:25][CH:26]=2)[N:23]([CH2:27][CH2:28][CH3:29])[C:22](=[O:30])[CH2:21]3)[CH2:13][C@H:12]([CH2:11][NH:10][C:1](=[O:4])[CH2:2][CH3:3])[O:16]1, predict the reactants needed to synthesize it. The reactants are: [C:1](O[C:1](=[O:4])[CH2:2][CH3:3])(=[O:4])[CH2:2][CH3:3].[NH2:10][CH2:11][C@H:12]1[O:16][C:15](=[O:17])[N:14]([C:18]2[CH:19]=[C:20]3[C:24](=[CH:25][CH:26]=2)[N:23]([CH2:27][CH2:28][CH3:29])[C:22](=[O:30])[CH2:21]3)[CH2:13]1.C(N(C(C)C)CC)(C)C. (3) The reactants are: [CH2:1]([Mg]Br)[CH3:2].CN(C=[N:9][S:10]([C:13]1[CH:18]=[CH:17][C:16]([C:19]2[C:24]([O:25][CH3:26])=[CH:23][CH:22]=[C:21]([C:27]3[S:31][C:30]([C:32](N(OC)C)=[O:33])=[C:29]([CH3:38])[C:28]=3[CH3:39])[CH:20]=2)=[CH:15][CH:14]=1)(=[O:12])=[O:11])C. Given the product [CH3:39][C:28]1[C:29]([CH3:38])=[C:30]([C:32](=[O:33])[CH2:1][CH3:2])[S:31][C:27]=1[C:21]1[CH:22]=[CH:23][C:24]([O:25][CH3:26])=[C:19]([C:16]2[CH:15]=[CH:14][C:13]([S:10]([NH2:9])(=[O:12])=[O:11])=[CH:18][CH:17]=2)[CH:20]=1, predict the reactants needed to synthesize it. (4) Given the product [OH:31][CH2:32][CH2:33][NH:34][C:5]([NH:6][C:7]1[C:8]([CH3:27])=[C:9]([CH3:26])[C:10]2[O:14][CH2:13][CH:12]([C:15]3[CH:16]=[CH:17][C:18]([CH:21]([CH3:22])[CH3:23])=[CH:19][CH:20]=3)[C:11]=2[C:24]=1[CH3:25])=[O:28], predict the reactants needed to synthesize it. The reactants are: ClC(Cl)(Cl)CO[C:5](=[O:28])[NH:6][C:7]1[C:8]([CH3:27])=[C:9]([CH3:26])[C:10]2[O:14][CH2:13][CH:12]([C:15]3[CH:20]=[CH:19][C:18]([CH:21]([CH3:23])[CH3:22])=[CH:17][CH:16]=3)[C:11]=2[C:24]=1[CH3:25].[OH:31][CH2:32][CH2:33][NH2:34]. (5) Given the product [NH:1]1[C:9]2[C:4](=[CH:5][CH:6]=[CH:7][CH:8]=2)[C:3](/[CH:10]=[C:11]2\[O:12][C:13]3[C:20]([CH2:21][CH2:22][CH2:23][CH:24]4[CH2:29][CH2:28][NH:27][CH2:26][CH2:25]4)=[C:19]([O:37][CH3:38])[CH:18]=[CH:17][C:14]=3[C:15]\2=[O:16])=[N:2]1, predict the reactants needed to synthesize it. The reactants are: [NH:1]1[C:9]2[C:4](=[CH:5][CH:6]=[CH:7][CH:8]=2)[C:3](/[CH:10]=[C:11]2\[O:12][C:13]3[C:20]([CH2:21][CH2:22][CH2:23][CH:24]4[CH2:29][CH2:28][N:27](C(OC(C)(C)C)=O)[CH2:26][CH2:25]4)=[C:19]([O:37][CH3:38])[CH:18]=[CH:17][C:14]=3[C:15]\2=[O:16])=[N:2]1.Cl.CCOCC. (6) Given the product [C:22]1([C:7]2[S:6](=[O:28])(=[O:29])[N:5]([CH2:31][C:32]3[CH:33]=[N:34][CH:35]=[CH:36][CH:37]=3)[C:9](=[O:10])[C:8]=2[NH:11][CH2:12][CH2:13][CH2:14][CH2:15][C:16]2[CH:17]=[CH:18][CH:19]=[CH:20][CH:21]=2)[CH:23]=[CH:24][CH:25]=[CH:26][CH:27]=1, predict the reactants needed to synthesize it. The reactants are: C([N:5]1[C:9](=[O:10])[C:8]([NH:11][CH2:12][CH2:13][CH2:14][CH2:15][C:16]2[CH:21]=[CH:20][CH:19]=[CH:18][CH:17]=2)=[C:7]([C:22]2[CH:27]=[CH:26][CH:25]=[CH:24][CH:23]=2)[S:6]1(=[O:29])=[O:28])(C)(C)C.Br[CH2:31][C:32]1[CH:33]=[N:34][CH:35]=[CH:36][CH:37]=1. (7) Given the product [F:24][C:23]([F:26])([F:25])[C:8]1[C:9]2[C:14](=[CH:13][CH:12]=[CH:11][C:10]=2[C:31]2[CH:30]=[N:29][C:38]3[C:33]([CH:32]=2)=[CH:34][CH:35]=[CH:36][CH:37]=3)[NH:6][N:7]=1, predict the reactants needed to synthesize it. The reactants are: FC(F)(F)S([N:6]1[C:14]2[C:9](=[C:10](OS(C(F)(F)F)(=O)=O)[CH:11]=[CH:12][CH:13]=2)[C:8]([C:23]([F:26])([F:25])[F:24])=[N:7]1)(=O)=O.[N:29]1[C:38]2[C:33](=[CH:34][CH:35]=[CH:36][CH:37]=2)[CH:32]=[C:31](B(O)O)[CH:30]=1.C(=O)([O-])[O-].[Na+].[Na+].C(O)C. (8) Given the product [NH2:40][C:41]1[N:46]=[C:45]([C:47]([N:14]2[CH2:13][CH2:12][C:11]3[C:16](=[CH:17][C:18]([O:19][CH3:20])=[C:9]([O:8][CH2:1][C:2]4[CH:7]=[CH:6][CH:5]=[CH:4][CH:3]=4)[CH:10]=3)[CH:15]2/[CH:21]=[CH:22]/[C:23]2[CH:28]=[C:27]([O:29][CH2:30][C:31]3[CH:32]=[CH:33][CH:34]=[CH:35][CH:36]=3)[C:26]([O:37][CH3:38])=[CH:25][C:24]=2[CH3:39])=[O:48])[CH:44]=[CH:43][CH:42]=1, predict the reactants needed to synthesize it. The reactants are: [CH2:1]([O:8][C:9]1[CH:10]=[C:11]2[C:16](=[CH:17][C:18]=1[O:19][CH3:20])[CH:15](/[CH:21]=[CH:22]/[C:23]1[CH:28]=[C:27]([O:29][CH2:30][C:31]3[CH:36]=[CH:35][CH:34]=[CH:33][CH:32]=3)[C:26]([O:37][CH3:38])=[CH:25][C:24]=1[CH3:39])[NH:14][CH2:13][CH2:12]2)[C:2]1[CH:7]=[CH:6][CH:5]=[CH:4][CH:3]=1.[NH2:40][C:41]1[N:46]=[C:45]([C:47](O)=[O:48])[CH:44]=[CH:43][CH:42]=1.CCN(C(C)C)C(C)C.CN(C(ON1N=NC2C=CC=NC1=2)=[N+](C)C)C.F[P-](F)(F)(F)(F)F. (9) Given the product [CH:18]1([N:8]([CH2:9][C:10]2[CH:11]=[CH:12][C:13]([O:16][CH3:17])=[CH:14][CH:15]=2)[C:6]2[C:5]3=[N:21][CH:22]=[C:23]([C:24]#[N:25])[N:4]3[N:3]=[CH:2][N:7]=2)[CH2:20][CH2:19]1, predict the reactants needed to synthesize it. The reactants are: Cl[C:2]1[N:7]=[C:6]([N:8]([CH:18]2[CH2:20][CH2:19]2)[CH2:9][C:10]2[CH:15]=[CH:14][C:13]([O:16][CH3:17])=[CH:12][CH:11]=2)[C:5]2=[N:21][CH:22]=[C:23]([C:24]#[N:25])[N:4]2[N:3]=1.NC1C(Cl)=CN=C(C#N)N=1.CC1(C)C2C(=C(P(C3C=CC=CC=3)C3C=CC=CC=3)C=CC=2)OC2C(P(C3C=CC=CC=3)C3C=CC=CC=3)=CC=CC1=2.C(=O)([O-])[O-].[Cs+].[Cs+].